Dataset: Forward reaction prediction with 1.9M reactions from USPTO patents (1976-2016). Task: Predict the product of the given reaction. (1) Given the reactants [CH3:1][C:2]1[CH:7]=[CH:6][C:5](/[CH:8]=[CH:9]/[C:10]([NH2:12])=[O:11])=[CH:4][CH:3]=1.[Cl:13][CH2:14][C:15]([CH2:17]Cl)=O, predict the reaction product. The product is: [Cl:13][CH2:14][C:15]1[N:12]=[C:10](/[CH:9]=[CH:8]/[C:5]2[CH:4]=[CH:3][C:2]([CH3:1])=[CH:7][CH:6]=2)[O:11][CH:17]=1. (2) Given the reactants C([O:3][C:4](=O)[CH:5]([CH3:23])[CH2:6][N:7]([C:13]1[C:18]([N+:19]([O-])=O)=[CH:17][N:16]=[C:15]([Cl:22])[N:14]=1)[CH2:8][CH2:9][CH:10]([CH3:12])[CH3:11])C, predict the reaction product. The product is: [Cl:22][C:15]1[N:16]=[CH:17][C:18]2[NH:19][C:4](=[O:3])[CH:5]([CH3:23])[CH2:6][N:7]([CH2:8][CH2:9][CH:10]([CH3:12])[CH3:11])[C:13]=2[N:14]=1. (3) Given the reactants [N:1]1[C:5]2[CH:6]=[CH:7][CH:8]=[CH:9][C:4]=2[NH:3][CH:2]=1.[O:10]1CC[CH2:12][CH2:11]1.[H-].[Na+], predict the reaction product. The product is: [N:1]1([CH2:12][CH2:11][OH:10])[C:5]2[CH:6]=[CH:7][CH:8]=[CH:9][C:4]=2[N:3]=[CH:2]1.